From a dataset of Catalyst prediction with 721,799 reactions and 888 catalyst types from USPTO. Predict which catalyst facilitates the given reaction. (1) Reactant: [N:1]1([C:6]([C:8]2[CH:13]=[CH:12][C:11](B(O)O)=[CH:10][CH:9]=2)=[O:7])[CH2:5][CH2:4][CH2:3][CH2:2]1.Br[C:18]1[CH:23]=[CH:22][C:21]([O:24][CH2:25][CH:26]2[CH2:31][CH2:30][N:29]([C:32]3[O:36][N:35]=[C:34]([CH:37]([CH3:39])[CH3:38])[N:33]=3)[CH2:28][CH2:27]2)=[CH:20][CH:19]=1.C([O-])([O-])=O.[Na+].[Na+]. Product: [CH3:39][CH:37]([C:34]1[N:33]=[C:32]([N:29]2[CH2:28][CH2:27][CH:26]([CH2:25][O:24][C:21]3[CH:20]=[CH:19][C:18]([C:11]4[CH:12]=[CH:13][C:8]([C:6]([N:1]5[CH2:5][CH2:4][CH2:3][CH2:2]5)=[O:7])=[CH:9][CH:10]=4)=[CH:23][CH:22]=3)[CH2:31][CH2:30]2)[O:36][N:35]=1)[CH3:38]. The catalyst class is: 276. (2) Reactant: [C:1]([O:5][C:6](=[O:17])[NH:7][C:8]1[C:13]([CH:14]=O)=[CH:12][CH:11]=[C:10]([Cl:16])[N:9]=1)([CH3:4])([CH3:3])[CH3:2].[OH2:18].C([O-])(=O)C.[Na+].Cl.[NH2:25]O. Product: [C:1]([O:5][C:6](=[O:17])[NH:7][C:8]1[C:13]([CH:14]=[N:25][OH:18])=[CH:12][CH:11]=[C:10]([Cl:16])[N:9]=1)([CH3:4])([CH3:3])[CH3:2]. The catalyst class is: 8.